This data is from Full USPTO retrosynthesis dataset with 1.9M reactions from patents (1976-2016). The task is: Predict the reactants needed to synthesize the given product. Given the product [NH2:1][C:2]1[N:3]=[CH:4][C:5]([C:30]2[S:31][C:27]([CH2:26][N:20]3[CH2:21][CH2:22][O:23][CH2:24][CH2:25]3)=[CH:28][CH:29]=2)=[CH:6][C:7]=1[C:8]([NH:10][C:11]1[CH:16]=[CH:15][C:14]([O:17][CH3:18])=[CH:13][CH:12]=1)=[O:9], predict the reactants needed to synthesize it. The reactants are: [NH2:1][C:2]1[C:7]([C:8]([NH:10][C:11]2[CH:16]=[CH:15][C:14]([O:17][CH3:18])=[CH:13][CH:12]=2)=[O:9])=[CH:6][C:5](Br)=[CH:4][N:3]=1.[N:20]1([CH2:26][C:27]2[S:31][C:30](B3OC(C)(C)C(C)(C)O3)=[CH:29][CH:28]=2)[CH2:25][CH2:24][O:23][CH2:22][CH2:21]1.